This data is from Catalyst prediction with 721,799 reactions and 888 catalyst types from USPTO. The task is: Predict which catalyst facilitates the given reaction. (1) Reactant: C(OC([N:8]1[CH2:13][CH2:12][C:11]([C:21]2[CH:26]=[CH:25][C:24](Br)=[CH:23][CH:22]=2)([C:14]2[CH:19]=[CH:18][C:17]([Cl:20])=[CH:16][CH:15]=2)[CH2:10][CH2:9]1)=O)(C)(C)C.C([O:31][B:32](OC(C)C)[O:33]C(C)C)(C)C.C([Li])CCC. Product: [Cl:20][C:17]1[CH:18]=[CH:19][C:14]([C:11]2([C:21]3[CH:26]=[CH:25][C:24]([B:32]([OH:33])[OH:31])=[CH:23][CH:22]=3)[CH2:12][CH2:13][NH:8][CH2:9][CH2:10]2)=[CH:15][CH:16]=1. The catalyst class is: 1. (2) Reactant: [F:1][C:2]([F:17])([F:16])[O:3][C:4]1[CH:15]=[CH:14][C:7]([CH:8]=[C:9]([C:12]#[N:13])[C:10]#[N:11])=[CH:6][CH:5]=1.[CH:18]([Mg]Br)=[CH2:19]. Product: [F:1][C:2]([F:16])([F:17])[O:3][C:4]1[CH:5]=[CH:6][C:7]([CH:8]([CH:9]([C:12]#[N:13])[C:10]#[N:11])[CH:18]=[CH2:19])=[CH:14][CH:15]=1. The catalyst class is: 7. (3) Reactant: [NH2:1][C:2]1[N:10]=[C:9]([F:11])[N:8]=[C:7]2[C:3]=1[N:4]=[C:5]([CH2:21][C:22]1[C:30]([I:31])=[CH:29][C:25]3[O:26][CH2:27][O:28][C:24]=3[CH:23]=1)[N:6]2[CH2:12][CH2:13][N:14]([CH:18]([CH3:20])[CH3:19])[CH2:15][CH2:16][OH:17].Cl[S:33]([NH2:36])(=[O:35])=[O:34].C([O-])([O-])=O.[Ca+2]. Product: [NH2:1][C:2]1[N:10]=[C:9]([F:11])[N:8]=[C:7]2[C:3]=1[N:4]=[C:5]([CH2:21][C:22]1[C:30]([I:31])=[CH:29][C:25]3[O:26][CH2:27][O:28][C:24]=3[CH:23]=1)[N:6]2[CH2:12][CH2:13][N:14]([CH:18]([CH3:20])[CH3:19])[CH2:15][CH2:16][O:17][S:33](=[O:35])(=[O:34])[NH2:36]. The catalyst class is: 3.